This data is from Full USPTO retrosynthesis dataset with 1.9M reactions from patents (1976-2016). The task is: Predict the reactants needed to synthesize the given product. (1) Given the product [F:24][C:25]1[C:34]2[C:29](=[CH:30][CH:31]=[CH:32][C:33]=2[S:35]([N:8]2[CH2:7][CH2:6][CH2:5][N:4]([C:9]([O:11][C:12]([CH3:14])([CH3:13])[CH3:15])=[O:10])[CH2:3][C@@H:2]2[CH3:1])(=[O:36])=[O:37])[CH:28]=[N:27][CH:26]=1, predict the reactants needed to synthesize it. The reactants are: [CH3:1][C@@H:2]1[NH:8][CH2:7][CH2:6][CH2:5][N:4]([C:9]([O:11][C:12]([CH3:15])([CH3:14])[CH3:13])=[O:10])[CH2:3]1.C(N(CC)CC)C.Cl.[F:24][C:25]1[C:34]2[C:33]([S:35](Cl)(=[O:37])=[O:36])=[CH:32][CH:31]=[CH:30][C:29]=2[CH:28]=[N:27][CH:26]=1. (2) Given the product [C:13]([C:15]1[C:23]2[C:18](=[CH:19][CH:20]=[C:21]([CH2:24][CH2:25][NH:26][C:27](=[O:41])[C:28]3[CH:33]=[CH:32][C:31]([C:34]4[CH:39]=[CH:38][N:37]=[C:36]([NH:12][CH2:11][CH2:10][CH2:9][CH2:8][CH2:7][CH2:6][N:1]5[CH2:5][CH2:4][CH2:3][CH2:2]5)[N:35]=4)=[CH:30][CH:29]=3)[CH:22]=2)[NH:17][CH:16]=1)#[N:14], predict the reactants needed to synthesize it. The reactants are: [N:1]1([CH2:6][CH2:7][CH2:8][CH2:9][CH2:10][CH2:11][NH2:12])[CH2:5][CH2:4][CH2:3][CH2:2]1.[C:13]([C:15]1[C:23]2[C:18](=[CH:19][CH:20]=[C:21]([CH2:24][CH2:25][NH:26][C:27](=[O:41])[C:28]3[CH:33]=[CH:32][C:31]([C:34]4[CH:39]=[CH:38][N:37]=[C:36](Cl)[N:35]=4)=[CH:30][CH:29]=3)[CH:22]=2)[NH:17][CH:16]=1)#[N:14]. (3) Given the product [Cl:1][C:2]1[CH:3]=[C:4]([CH:8]([C:12]2([OH:18])[CH2:17][CH2:16][CH2:15][CH2:14][CH2:13]2)[C:9]([N:22]2[CH2:21][CH2:20][N:19]([C:25]([O:27][C:28]([CH3:31])([CH3:30])[CH3:29])=[O:26])[CH2:24][CH2:23]2)=[O:11])[CH:5]=[CH:6][CH:7]=1, predict the reactants needed to synthesize it. The reactants are: [Cl:1][C:2]1[CH:3]=[C:4]([CH:8]([C:12]2([OH:18])[CH2:17][CH2:16][CH2:15][CH2:14][CH2:13]2)[C:9]([OH:11])=O)[CH:5]=[CH:6][CH:7]=1.[N:19]1([C:25]([O:27][C:28]([CH3:31])([CH3:30])[CH3:29])=[O:26])[CH2:24][CH2:23][NH:22][CH2:21][CH2:20]1.C(N(CC)CC)C.